This data is from Peptide-MHC class II binding affinity with 134,281 pairs from IEDB. The task is: Regression. Given a peptide amino acid sequence and an MHC pseudo amino acid sequence, predict their binding affinity value. This is MHC class II binding data. (1) The MHC is HLA-DQA10401-DQB10402 with pseudo-sequence HLA-DQA10401-DQB10402. The binding affinity (normalized) is 0.226. The peptide sequence is PQVKYAVFEAALTKA. (2) The peptide sequence is ADEEQQQALSSQMGF. The binding affinity (normalized) is 0.0263. The MHC is DRB1_1501 with pseudo-sequence DRB1_1501. (3) The peptide sequence is QFKRASPILRFLYAN. The MHC is DRB1_0405 with pseudo-sequence DRB1_0405. The binding affinity (normalized) is 0.437. (4) The peptide sequence is PGGSGDGIFSPGGAISNMYA. The MHC is HLA-DQA10301-DQB10302 with pseudo-sequence HLA-DQA10301-DQB10302. The binding affinity (normalized) is 0. (5) The peptide sequence is ILRQLLTGGVKKGRPSLKLQ. The MHC is HLA-DQA10401-DQB10402 with pseudo-sequence HLA-DQA10401-DQB10402. The binding affinity (normalized) is 0.253. (6) The peptide sequence is GNGVVALRNAQLVTF. The MHC is HLA-DPA10201-DPB11401 with pseudo-sequence HLA-DPA10201-DPB11401. The binding affinity (normalized) is 0.0770.